The task is: Predict the reaction yield, written as a fraction of the theoretical maximum amount of product (1.0 means a 100% yield; for example, 0.34 means a 34% yield).. This data is from Reaction yield outcomes from USPTO patents with 853,638 reactions. The reactants are [Cl:1][C:2]1[N:7]=[CH:6][C:5]2[CH:8]=[N:9][NH:10][C:4]=2[CH:3]=1.[H-].[Na+].Br[CH:14]([CH3:16])[CH3:15]. The catalyst is CN(C)C=O.CCOC(C)=O. The product is [Cl:1][C:2]1[N:7]=[CH:6][C:5]2[CH:8]=[N:9][N:10]([CH:14]([CH3:16])[CH3:15])[C:4]=2[CH:3]=1. The yield is 0.504.